Dataset: Full USPTO retrosynthesis dataset with 1.9M reactions from patents (1976-2016). Task: Predict the reactants needed to synthesize the given product. (1) Given the product [CH3:31][N:14]1[C:15]2([CH2:16][CH2:17][N:18]([C:21]([O:23][CH2:24][C:25]3[CH:30]=[CH:29][CH:28]=[CH:27][CH:26]=3)=[O:22])[CH2:19][CH2:20]2)[C:10]2=[CH:9][CH:8]=[C:7]([S:2]([CH3:1])(=[O:4])=[O:3])[N:11]2[CH2:12][CH2:13]1, predict the reactants needed to synthesize it. The reactants are: [CH3:1][S:2]([O-:4])=[O:3].[Na+].Br[C:7]1[N:11]2[CH2:12][CH2:13][N:14]([CH3:31])[C:15]3([CH2:20][CH2:19][N:18]([C:21]([O:23][CH2:24][C:25]4[CH:30]=[CH:29][CH:28]=[CH:27][CH:26]=4)=[O:22])[CH2:17][CH2:16]3)[C:10]2=[CH:9][CH:8]=1. (2) The reactants are: [C:1]([O:4][C@@H:5]1[C@H:9]([O:10][C:11](=[O:13])[CH3:12])[C@@H:8]([C:14]#[CH:15])[O:7][C@H:6]1[N:16]1[CH:24]=[N:23][C:22]2[C:17]1=[N:18][CH:19]=[N:20][C:21]=2Cl)(=[O:3])[CH3:2].[F:26][C:27]1[CH:33]=[CH:32][C:31]([CH3:34])=[CH:30][C:28]=1[NH2:29]. Given the product [C:1]([O:4][C@@H:5]1[C@H:9]([O:10][C:11](=[O:13])[CH3:12])[C@@H:8]([C:14]#[CH:15])[O:7][C@H:6]1[N:16]1[CH:24]=[N:23][C:22]2[C:17]1=[N:18][CH:19]=[N:20][C:21]=2[NH:29][C:28]1[CH:30]=[C:31]([CH3:34])[CH:32]=[CH:33][C:27]=1[F:26])(=[O:3])[CH3:2], predict the reactants needed to synthesize it. (3) Given the product [I:1][C:2]1[CH:7]=[CH:6][N:5]=[C:4]([NH:8][NH:9][C:10](=[O:16])[C:11]([OH:13])=[O:12])[CH:3]=1, predict the reactants needed to synthesize it. The reactants are: [I:1][C:2]1[CH:7]=[CH:6][N:5]=[C:4]([NH:8][NH:9][C:10](=[O:16])[C:11]([O:13]CC)=[O:12])[CH:3]=1.[OH-].[Li+].Cl. (4) Given the product [Cl:16][CH2:17][C:18]1[N:12]=[C:10]([C:9]2[CH:13]=[CH:14][C:6]([O:5][CH2:4][CH2:3][CH2:2][Cl:1])=[CH:7][C:8]=2[F:15])[O:11][CH:20]=1, predict the reactants needed to synthesize it. The reactants are: [Cl:1][CH2:2][CH2:3][CH2:4][O:5][C:6]1[CH:14]=[CH:13][C:9]([C:10]([NH2:12])=[O:11])=[C:8]([F:15])[CH:7]=1.[Cl:16][CH2:17][C:18]([CH2:20]Cl)=O. (5) Given the product [Cl:1][C:2]1[CH:11]=[C:10]2[C:5]([C:6](=[O:32])[C:7]([CH2:18][NH:19][C:20]3[C:37]4[C:42](=[CH:43][C:34]([F:33])=[CH:35][CH:36]=4)[N:41]=[CH:40][N:39]=3)=[CH:8][N:9]2[C:12]2[CH:13]=[CH:14][CH:15]=[CH:16][CH:17]=2)=[CH:4][CH:3]=1, predict the reactants needed to synthesize it. The reactants are: [Cl:1][C:2]1[CH:11]=[C:10]2[C:5]([C:6](=[O:32])[C:7]([CH2:18][NH:19][C:20](=O)OC3C=CC([N+]([O-])=O)=CC=3)=[CH:8][N:9]2[C:12]2[CH:17]=[CH:16][CH:15]=[CH:14][CH:13]=2)=[CH:4][CH:3]=1.[F:33][C:34]1[CH:43]=[C:42]2[C:37](C(N)=[N:39][CH:40]=[N:41]2)=[CH:36][CH:35]=1. (6) Given the product [Cl:44][C:41]1[CH:42]=[CH:43][C:38]([C@:16]([C:11]2[CH:10]=[C:9]([CH:14]=[C:13]([F:15])[CH:12]=2)[O:8][CH2:7][C:6]([OH:45])=[O:5])([NH:24][C:25](=[O:37])[C:26]2[CH:31]=[CH:30][C:29]([F:32])=[C:28]([C:33]([F:34])([F:35])[F:36])[CH:27]=2)[CH2:17][C:18]2[CH:23]=[CH:22][CH:21]=[CH:20][CH:19]=2)=[N:39][CH:40]=1, predict the reactants needed to synthesize it. The reactants are: C([O:5][C:6](=[O:45])[CH2:7][O:8][C:9]1[CH:14]=[C:13]([F:15])[CH:12]=[C:11]([C@@:16]([C:38]2[CH:43]=[CH:42][C:41]([Cl:44])=[CH:40][N:39]=2)([NH:24][C:25](=[O:37])[C:26]2[CH:31]=[CH:30][C:29]([F:32])=[C:28]([C:33]([F:36])([F:35])[F:34])[CH:27]=2)[CH2:17][C:18]2[CH:23]=[CH:22][CH:21]=[CH:20][CH:19]=2)[CH:10]=1)(C)(C)C.C(O)(C(F)(F)F)=O. (7) Given the product [NH2:1][C:4]1[CH:5]=[CH:6][C:7]([C:10]2([C:15]([NH2:17])=[O:16])[CH2:14][CH2:13][CH2:12][CH2:11]2)=[CH:8][CH:9]=1, predict the reactants needed to synthesize it. The reactants are: [N+:1]([C:4]1[CH:9]=[CH:8][C:7]([C:10]2([C:15]([NH2:17])=[O:16])[CH2:14][CH2:13][CH2:12][CH2:11]2)=[CH:6][CH:5]=1)([O-])=O. (8) Given the product [CH3:1][N:2]([CH3:23])[C:3]1[CH:4]=[CH:5][C:6]([C:9]2[CH:10]=[N:11][C:12]3[C:17]([N:18]=2)=[CH:16][C:15]([O:19][CH2:20][CH2:21][O:22][S:30]([C:27]2[CH:28]=[CH:29][C:24]([CH3:34])=[CH:25][CH:26]=2)(=[O:32])=[O:31])=[CH:14][CH:13]=3)=[CH:7][CH:8]=1, predict the reactants needed to synthesize it. The reactants are: [CH3:1][N:2]([CH3:23])[C:3]1[CH:8]=[CH:7][C:6]([C:9]2[CH:10]=[N:11][C:12]3[C:17]([N:18]=2)=[CH:16][C:15]([O:19][CH2:20][CH2:21][OH:22])=[CH:14][CH:13]=3)=[CH:5][CH:4]=1.[C:24]1([CH3:34])[CH:29]=[CH:28][C:27]([S:30](Cl)(=[O:32])=[O:31])=[CH:26][CH:25]=1.[Si](OC1C=CC(N)=C([N+]([O-])=O)C=1)(C(C)(C)C)(C)C.